Predict the reaction yield, written as a fraction of the theoretical maximum amount of product (1.0 means a 100% yield; for example, 0.34 means a 34% yield). From a dataset of Reaction yield outcomes from USPTO patents with 853,638 reactions. (1) The yield is 0.260. The catalyst is CN(C)C=O. The reactants are [CH2:1]([NH:9][C:10]([NH:12][C:13]1[N:14]=[C:15]2[CH:21]=[CH:20][N:19](COCC[Si](C)(C)C)[C:16]2=[N:17][CH:18]=1)=[O:11])[CH2:2][C:3]1[CH:8]=[CH:7][CH:6]=[CH:5][CH:4]=1.[F-].C([N+](CCCC)(CCCC)CCCC)CCC.C(N)CN. The product is [CH2:1]([NH:9][C:10]([NH:12][C:13]1[N:14]=[C:15]2[CH:21]=[CH:20][NH:19][C:16]2=[N:17][CH:18]=1)=[O:11])[CH2:2][C:3]1[CH:4]=[CH:5][CH:6]=[CH:7][CH:8]=1. (2) The reactants are [Cl:1][C:2]1[CH:7]=[C:6]([NH2:8])[C:5](I)=[CH:4][N:3]=1.[C:10]1([SH:16])[CH:15]=[CH:14][CH:13]=[CH:12][CH:11]=1.C(O)CO.C(=O)([O-])[O-].[K+].[K+]. The catalyst is [Cu]I.C(O)(C)C. The product is [Cl:1][C:2]1[C:7]([S:16][C:10]2[CH:15]=[CH:14][CH:13]=[CH:12][CH:11]=2)=[C:6]([NH2:8])[CH:5]=[CH:4][N:3]=1. The yield is 0.970. (3) The yield is 0.360. The catalyst is CC#N. The product is [CH3:24][C:19]1[C:18]([O:17][CH2:2][C:3]2[CH:8]=[CH:7][C:6]([C:9]3[CH:13]=[C:12]([C:14]([NH2:16])=[O:15])[O:11][N:10]=3)=[CH:5][CH:4]=2)=[CH:23][CH:22]=[CH:21][N:20]=1. The reactants are Br[CH2:2][C:3]1[CH:8]=[CH:7][C:6]([C:9]2[CH:13]=[C:12]([C:14]([NH2:16])=[O:15])[O:11][N:10]=2)=[CH:5][CH:4]=1.[OH:17][C:18]1[C:19]([CH3:24])=[N:20][CH:21]=[CH:22][CH:23]=1.C([O-])([O-])=O.[K+].[K+].